Dataset: Full USPTO retrosynthesis dataset with 1.9M reactions from patents (1976-2016). Task: Predict the reactants needed to synthesize the given product. (1) The reactants are: [CH2:1]1[C:10]2[C:5](=[CH:6][CH:7]=[CH:8][CH:9]=2)[CH2:4][CH2:3][NH:2]1.C(N(CC)CC)C.Cl[C:19]([O:21][C:22]1[CH:27]=[CH:26][C:25]([N+:28]([O-:30])=[O:29])=[CH:24][CH:23]=1)=[O:20]. Given the product [N+:28]([C:25]1[CH:24]=[CH:23][C:22]([O:21][C:19]([N:2]2[C:1]3[C:10](=[CH:9][CH:8]=[CH:7][CH:6]=3)[CH2:5][CH2:4][CH2:3]2)=[O:20])=[CH:27][CH:26]=1)([O-:30])=[O:29], predict the reactants needed to synthesize it. (2) The reactants are: [CH3:1][O:2][C:3]([C:5]1[CH:13]=[C:12]2[C:8]([CH:9]=[CH:10][N:11]2[CH2:14][C:15]2[CH:20]=[CH:19][CH:18]=[C:17]([N+:21]([O-])=O)[CH:16]=2)=[CH:7][CH:6]=1)=[O:4]. Given the product [CH3:1][O:2][C:3]([C:5]1[CH:13]=[C:12]2[C:8]([CH:9]=[CH:10][N:11]2[CH2:14][C:15]2[CH:20]=[CH:19][CH:18]=[C:17]([NH2:21])[CH:16]=2)=[CH:7][CH:6]=1)=[O:4], predict the reactants needed to synthesize it. (3) Given the product [Br:23][C:21]1[CH:22]=[C:17]([CH2:16][C:15]([OH:14])=[O:45])[CH:18]=[C:19]([Br:44])[C:20]=1[O:24][C:25]1[CH:30]=[C:29]([CH:31]([CH3:33])[CH3:32])[C:28]([O:34][CH2:65][CH:66]([CH3:68])[CH3:67])=[CH:27][C:26]=1[C:35](=[O:43])[C:36]1[CH:41]=[CH:40][CH:39]=[C:38]([CH3:42])[CH:37]=1, predict the reactants needed to synthesize it. The reactants are: N(C(OCC)=O)=NC(OCC)=O.C[O:14][C:15](=[O:45])[CH2:16][C:17]1[CH:22]=[C:21]([Br:23])[C:20]([O:24][C:25]2[CH:30]=[C:29]([CH:31]([CH3:33])[CH3:32])[C:28]([OH:34])=[CH:27][C:26]=2[C:35](=[O:43])[C:36]2[CH:41]=[CH:40][CH:39]=[C:38]([CH3:42])[CH:37]=2)=[C:19]([Br:44])[CH:18]=1.C1C=CC(P(C2C=CC=CC=2)C2C=CC=CC=2)=CC=1.[CH2:65](O)[CH:66]([CH3:68])[CH3:67]. (4) Given the product [CH2:11]1[C:10]2([NH:22][C:23](=[O:25])[NH:21][C:17]2=[O:20])[CH2:9][NH:8][CH2:12]1, predict the reactants needed to synthesize it. The reactants are: C(OC([N:8]1[CH2:12][CH2:11][C:10](=O)[CH2:9]1)=O)(C)(C)C.[C-]#N.[K+].[C:17](=[O:20])([O-])[O-].[NH4+:21].[NH4+:22].[CH2:23]([OH:25])C. (5) Given the product [Br:1][C:2]1[CH:7]=[C:6]([CH2:8][N:24]([C:22]([O:21][C:17]([CH3:20])([CH3:19])[CH3:18])=[O:23])[C:25](=[O:31])[O:26][C:27]([CH3:29])([CH3:30])[CH3:28])[C:5]([F:10])=[CH:4][N:3]=1, predict the reactants needed to synthesize it. The reactants are: [Br:1][C:2]1[CH:7]=[C:6]([CH2:8]Cl)[C:5]([F:10])=[CH:4][N:3]=1.C([O-])([O-])=O.[K+].[K+].[C:17]([O:21][C:22]([NH:24][C:25](=[O:31])[O:26][C:27]([CH3:30])([CH3:29])[CH3:28])=[O:23])([CH3:20])([CH3:19])[CH3:18]. (6) Given the product [CH3:11][O:10][C:7]1[CH:8]=[CH:9][C:4]([CH2:1][CH:2]2[CH2:3][O:17]2)=[CH:5][CH:6]=1, predict the reactants needed to synthesize it. The reactants are: [CH2:1]([C:4]1[CH:9]=[CH:8][C:7]([O:10][CH3:11])=[CH:6][CH:5]=1)[CH:2]=[CH2:3].ClC1C=C(C=CC=1)C(OO)=[O:17]. (7) Given the product [CH3:22][O:21][C:20]1[CH:19]=[CH:18][CH:17]=[C:16]([C:23]2[CH:24]=[CH:25][N:26]=[CH:27][CH:28]=2)[C:15]=1[C:12]1[CH:11]=[CH:10][C:9]([OH:8])=[CH:14][CH:13]=1, predict the reactants needed to synthesize it. The reactants are: C([O:8][C:9]1[CH:14]=[CH:13][C:12]([C:15]2[C:20]([O:21][CH3:22])=[CH:19][CH:18]=[CH:17][C:16]=2[C:23]2[CH:28]=[CH:27][N:26]=[CH:25][CH:24]=2)=[CH:11][CH:10]=1)C1C=CC=CC=1.[H][H]. (8) Given the product [C:1]([C:4]1[C:22](=[O:23])[C@@:8]2([CH3:24])[C:9]3[C:15]([OH:16])=[CH:14][C:13]([O:17][CH3:18])=[C:12]([C:19]([NH:21][CH2:41][C:34]4[C:35]5[C:40](=[CH:39][CH:38]=[CH:37][CH:36]=5)[C:31]([O:30][CH2:29][C:28]5[CH:43]=[CH:44][CH:45]=[CH:46][C:27]=5[F:26])=[CH:32][CH:33]=4)=[O:20])[C:10]=3[O:11][C:7]2=[CH:6][C:5]=1[OH:25])(=[O:3])[CH3:2], predict the reactants needed to synthesize it. The reactants are: [C:1]([C:4]1[C:22](=[O:23])[C@@:8]2([CH3:24])[C:9]3[C:15]([OH:16])=[CH:14][C:13]([O:17][CH3:18])=[C:12]([C:19]([NH2:21])=[O:20])[C:10]=3[O:11][C:7]2=[CH:6][C:5]=1[OH:25])(=[O:3])[CH3:2].[F:26][C:27]1[CH:46]=[CH:45][CH:44]=[CH:43][C:28]=1[CH2:29][O:30][C:31]1[C:40]2[C:35](=[CH:36][CH:37]=[CH:38][CH:39]=2)[C:34]([CH:41]=O)=[CH:33][CH:32]=1.C([SiH](CC)CC)C.FC(F)(F)C(O)=O. (9) The reactants are: [Cl:1][C:2]1[C:3]([F:9])=[C:4]([CH:6]=[CH:7][CH:8]=1)[NH2:5].NC1C=CC=CC=1.[CH2:17]([C:21]1[CH:26]=[CH:25][C:24](B(O)O)=[CH:23][CH:22]=1)[CH2:18][CH2:19][CH3:20].[F-].[Cs+]. Given the product [ClH:1].[CH2:17]([C:21]1[CH:26]=[CH:25][C:24]([C:2]2[CH:8]=[CH:7][CH:6]=[C:4]([NH2:5])[C:3]=2[F:9])=[CH:23][CH:22]=1)[CH2:18][CH2:19][CH3:20], predict the reactants needed to synthesize it. (10) Given the product [C:3]([CH:2]([CH2:13][C:14](=[O:15])[C:16]1[CH:21]=[CH:20][CH:19]=[CH:18][CH:17]=1)[C:1]([O:7][CH2:8][CH3:9])=[O:6])(=[O:4])[CH3:5], predict the reactants needed to synthesize it. The reactants are: [C:1]([O:7][CH2:8][CH3:9])(=[O:6])[CH2:2][C:3]([CH3:5])=[O:4].[H-].[Na+].Br[CH2:13][C:14]([C:16]1[CH:21]=[CH:20][CH:19]=[CH:18][CH:17]=1)=[O:15].